From a dataset of Caco-2 cell permeability data measuring drug intestinal absorption for ~900 compounds. Regression/Classification. Given a drug SMILES string, predict its absorption, distribution, metabolism, or excretion properties. Task type varies by dataset: regression for continuous measurements (e.g., permeability, clearance, half-life) or binary classification for categorical outcomes (e.g., BBB penetration, CYP inhibition). For this dataset (caco2_wang), we predict Y. (1) The compound is O=C(/C=C/c1ccc(O)cc1)c1ccc(O)cc1O. The Y is -4.84 log Papp (cm/s). (2) The molecule is Cc1cc(COc2ccc(C(=O)N[C@@H]3C[C@@]4(CCCO4)C[C@@H]3C(=O)NO)cc2)c2ccccc2n1. The Y is -5.63 log Papp (cm/s). (3) The compound is CCOC(=O)c1c(Cl)cc(Cl)cc1-c1cnc([C@@H](C)NC(=O)C2(NC(=O)C(F)(F)F)CC2)c(F)c1. The Y is -4.60 log Papp (cm/s). (4) The drug is CNC(=O)[C@@H]1Cc2cn(cn2)CC(=O)N2CCC[C@H]2C(=O)N[C@@H](C)C(=O)N1C. The Y is -5.90 log Papp (cm/s).